This data is from NCI-60 drug combinations with 297,098 pairs across 59 cell lines. The task is: Regression. Given two drug SMILES strings and cell line genomic features, predict the synergy score measuring deviation from expected non-interaction effect. (1) Drug 1: COC1=NC(=NC2=C1N=CN2C3C(C(C(O3)CO)O)O)N. Drug 2: CCCCC(=O)OCC(=O)C1(CC(C2=C(C1)C(=C3C(=C2O)C(=O)C4=C(C3=O)C=CC=C4OC)O)OC5CC(C(C(O5)C)O)NC(=O)C(F)(F)F)O. Cell line: UACC-257. Synergy scores: CSS=62.3, Synergy_ZIP=-1.02, Synergy_Bliss=-1.38, Synergy_Loewe=-17.9, Synergy_HSA=1.05. (2) Drug 1: C1CN(CCN1C(=O)CCBr)C(=O)CCBr. Drug 2: C1C(C(OC1N2C=NC(=NC2=O)N)CO)O. Cell line: BT-549. Synergy scores: CSS=30.5, Synergy_ZIP=-2.83, Synergy_Bliss=-0.965, Synergy_Loewe=6.39, Synergy_HSA=6.47. (3) Drug 1: CC=C1C(=O)NC(C(=O)OC2CC(=O)NC(C(=O)NC(CSSCCC=C2)C(=O)N1)C(C)C)C(C)C. Drug 2: C1=NNC2=C1C(=O)NC=N2. Cell line: EKVX. Synergy scores: CSS=4.08, Synergy_ZIP=0.814, Synergy_Bliss=2.00, Synergy_Loewe=3.93, Synergy_HSA=4.02. (4) Drug 1: C1=NC2=C(N1)C(=S)N=CN2. Drug 2: CN(C(=O)NC(C=O)C(C(C(CO)O)O)O)N=O. Cell line: NCI-H226. Synergy scores: CSS=26.9, Synergy_ZIP=-4.86, Synergy_Bliss=-3.15, Synergy_Loewe=-12.0, Synergy_HSA=-1.52. (5) Drug 1: CC1=C2C(C(=O)C3(C(CC4C(C3C(C(C2(C)C)(CC1OC(=O)C(C(C5=CC=CC=C5)NC(=O)OC(C)(C)C)O)O)OC(=O)C6=CC=CC=C6)(CO4)OC(=O)C)O)C)O. Drug 2: CC1C(C(CC(O1)OC2CC(OC(C2O)C)OC3=CC4=CC5=C(C(=O)C(C(C5)C(C(=O)C(C(C)O)O)OC)OC6CC(C(C(O6)C)O)OC7CC(C(C(O7)C)O)OC8CC(C(C(O8)C)O)(C)O)C(=C4C(=C3C)O)O)O)O. Cell line: BT-549. Synergy scores: CSS=46.1, Synergy_ZIP=2.76, Synergy_Bliss=5.70, Synergy_Loewe=4.19, Synergy_HSA=4.58. (6) Drug 1: CCCCC(=O)OCC(=O)C1(CC(C2=C(C1)C(=C3C(=C2O)C(=O)C4=C(C3=O)C=CC=C4OC)O)OC5CC(C(C(O5)C)O)NC(=O)C(F)(F)F)O. Drug 2: COC1=C2C(=CC3=C1OC=C3)C=CC(=O)O2. Cell line: NCI/ADR-RES. Synergy scores: CSS=32.7, Synergy_ZIP=3.67, Synergy_Bliss=6.18, Synergy_Loewe=3.76, Synergy_HSA=4.16.